From a dataset of Merck oncology drug combination screen with 23,052 pairs across 39 cell lines. Regression. Given two drug SMILES strings and cell line genomic features, predict the synergy score measuring deviation from expected non-interaction effect. Drug 1: Nc1ccn(C2OC(CO)C(O)C2(F)F)c(=O)n1. Drug 2: Cn1c(=O)n(-c2ccc(C(C)(C)C#N)cc2)c2c3cc(-c4cnc5ccccc5c4)ccc3ncc21. Cell line: HT144. Synergy scores: synergy=24.1.